The task is: Predict the reaction yield, written as a fraction of the theoretical maximum amount of product (1.0 means a 100% yield; for example, 0.34 means a 34% yield).. This data is from Reaction yield outcomes from USPTO patents with 853,638 reactions. (1) The reactants are [Br:1][C:2]1[CH:3]=[C:4](/[CH:7]=[CH:8]/[C:9](Cl)=[O:10])[O:5][CH:6]=1.[N-:12]=[N+:13]=[N-:14].[Na+].C(OCC)(=O)C. The catalyst is O1CCOCC1.O. The product is [Br:1][C:2]1[CH:3]=[C:4](/[CH:7]=[CH:8]/[C:9]([N:12]=[N+:13]=[N-:14])=[O:10])[O:5][CH:6]=1. The yield is 0.970. (2) The catalyst is C1COCC1. The reactants are [C:1](Cl)(=[O:5])[O:2][CH2:3][CH3:4].[C:7]([O:11][C:12]([N:14]1[CH2:21][C:20]2[C:19]([NH2:22])=[N:18][NH:17][C:16]=2[CH2:15]1)=[O:13])([CH3:10])([CH3:9])[CH3:8].CCN(C(C)C)C(C)C. The product is [CH2:3]([O:2][C:1]([N:17]1[C:16]2[CH2:15][N:14]([C:12]([O:11][C:7]([CH3:9])([CH3:8])[CH3:10])=[O:13])[CH2:21][C:20]=2[C:19]([NH2:22])=[N:18]1)=[O:5])[CH3:4]. The yield is 0.720. (3) The reactants are Br.[NH2:2][C:3]1[C:4]([O:17]C)=[C:5]([C:9]2[CH:10]=[C:11]([C:14]([OH:16])=[O:15])[S:12][CH:13]=2)[CH:6]=[CH:7][CH:8]=1.B(Br)(Br)[Br:20].CO. The yield is 0.175. The catalyst is ClCCl. The product is [BrH:20].[NH2:2][C:3]1[C:4]([OH:17])=[C:5]([C:9]2[CH:10]=[C:11]([C:14]([OH:16])=[O:15])[S:12][CH:13]=2)[CH:6]=[CH:7][CH:8]=1. (4) The reactants are [CH3:1][N:2]([CH:13]1[CH2:18][CH2:17][NH:16][CH2:15][CH2:14]1)[C:3]1[CH:8]=[CH:7][CH:6]=[CH:5][C:4]=1[C:9]([F:12])([F:11])[F:10].[CH:19]1([CH2:22][CH2:23][NH:24][C:25]([C:27]2[N:28]=[N:29][C:30](Cl)=[CH:31][CH:32]=2)=[O:26])[CH2:21][CH2:20]1.C([O-])([O-])=O.[K+].[K+]. The catalyst is [N+](CCCC)(CCCC)(CCCC)CCCC.[I-].O1CCOCC1. The product is [CH:19]1([CH2:22][CH2:23][NH:24][C:25]([C:27]2[N:28]=[N:29][C:30]([N:16]3[CH2:17][CH2:18][CH:13]([N:2]([CH3:1])[C:3]4[CH:8]=[CH:7][CH:6]=[CH:5][C:4]=4[C:9]([F:12])([F:11])[F:10])[CH2:14][CH2:15]3)=[CH:31][CH:32]=2)=[O:26])[CH2:21][CH2:20]1. The yield is 0.600. (5) The yield is 0.780. The product is [CH3:8][O:7][C:5]([C:4]1[CH:9]=[CH:10][C:11]2[O:12][CH2:27][CH:26]([CH2:25][OH:24])[O:1][C:2]=2[C:3]=1[CH3:13])=[O:6]. The reactants are [OH:1][C:2]1[C:3]([CH3:13])=[C:4]([CH:9]=[CH:10][C:11]=1[OH:12])[C:5]([O:7][CH3:8])=[O:6].CC1C=CC(S([O:24][CH2:25][C@@H:26]2O[CH2:27]2)(=O)=O)=CC=1.C(=O)([O-])[O-].[K+].[K+].CN(C=O)C. The catalyst is CCOCC. (6) The reactants are [C:1]([O:5][C:6]([N:8]([CH3:10])[NH2:9])=[O:7])([CH3:4])([CH3:3])[CH3:2].[C:11]([C:13]1[CH:18]=[CH:17][CH:16]=[CH:15][C:14]=1B(O)O)#[N:12].C(N(CC)CC)C. The product is [C:1]([O:5][C:6]([N:8]([CH3:10])[NH:9][C:14]1[CH:15]=[CH:16][CH:17]=[CH:18][C:13]=1[C:11]#[N:12])=[O:7])([CH3:4])([CH3:3])[CH3:2]. The yield is 0.290. The catalyst is ClCCCl.C([O-])(=O)C.[Cu+2].C([O-])(=O)C.